From a dataset of Catalyst prediction with 721,799 reactions and 888 catalyst types from USPTO. Predict which catalyst facilitates the given reaction. (1) The catalyst class is: 9. Reactant: [CH3:1][C:2]1[CH:7]=[C:6]([O:8][CH2:9][CH2:10][N:11]2[CH2:15][CH2:14][CH2:13][C:12]2=[O:16])[CH:5]=[C:4]([CH3:17])[C:3]=1[C:18]1[CH:23]=[CH:22][CH:21]=[C:20]([CH2:24][N:25](S(C2C=CC=CC=2[N+]([O-])=O)(=O)=O)[C:26]2[CH:31]=[CH:30][C:29]([CH2:32][CH2:33][C:34]([O:36][C:37]([CH3:40])([CH3:39])[CH3:38])=[O:35])=[C:28]([F:41])[CH:27]=2)[CH:19]=1.SCC(O)=O.O.[OH-].[Li+]. Product: [CH3:17][C:4]1[CH:5]=[C:6]([O:8][CH2:9][CH2:10][N:11]2[CH2:15][CH2:14][CH2:13][C:12]2=[O:16])[CH:7]=[C:2]([CH3:1])[C:3]=1[C:18]1[CH:23]=[CH:22][CH:21]=[C:20]([CH2:24][NH:25][C:26]2[CH:31]=[CH:30][C:29]([CH2:32][CH2:33][C:34]([O:36][C:37]([CH3:39])([CH3:38])[CH3:40])=[O:35])=[C:28]([F:41])[CH:27]=2)[CH:19]=1. (2) Reactant: [N+](C1N=C2N(C=1)CC1(CCN([C:14](=[O:29])[CH2:15][N:16]3[CH2:21][CH2:20][N:19]([C:22](OC(C)(C)C)=O)[CH2:18][CH2:17]3)CC1)O2)([O-])=O.FC(F)(F)C(O)=O.[F:40][C:41]([F:51])([F:50])[C:42]1[CH:49]=[CH:48][C:45](C=O)=[CH:44][CH:43]=1.[B-]C#N.[Na+].C(=O)([O-])O.[Na+]. Product: [F:40][C:41]([F:51])([F:50])[C:42]1[CH:49]=[CH:48][C:45]([CH2:22][N:19]2[CH2:18][CH2:17][N:16]([CH2:15][CH:14]=[O:29])[CH2:21][CH2:20]2)=[CH:44][CH:43]=1. The catalyst class is: 322. (3) Reactant: [Cl:1][C:2]1[CH:3]=[CH:4][C:5]2[NH:11][C:10](=O)[CH:9]([CH2:13][C:14]([O:16][CH3:17])=[O:15])[CH2:8][CH:7]([C:18]3[CH:23]=[CH:22][CH:21]=[C:20]([O:24][CH3:25])[C:19]=3[O:26][CH3:27])[C:6]=2[CH:28]=1.COC1C=CC(P2(SP(C3C=CC(OC)=CC=3)(=S)S2)=[S:38])=CC=1. Product: [Cl:1][C:2]1[CH:3]=[CH:4][C:5]2[NH:11][C:10](=[S:38])[CH:9]([CH2:13][C:14]([O:16][CH3:17])=[O:15])[CH2:8][CH:7]([C:18]3[CH:23]=[CH:22][CH:21]=[C:20]([O:24][CH3:25])[C:19]=3[O:26][CH3:27])[C:6]=2[CH:28]=1. The catalyst class is: 11. (4) Reactant: [CH3:1][O:2][C:3](=[O:29])[C:4]1[CH:9]=[CH:8][C:7]([Cl:10])=[C:6]([N:11]2[C:16]([CH3:17])=[CH:15][C:14]([O:18][CH2:19][C:20]3[CH:25]=[CH:24][C:23]([F:26])=[CH:22][C:21]=3[F:27])=[CH:13][C:12]2=[O:28])[CH:5]=1.[Br:30]NC(=O)CCC(N)=O. Product: [Br:30][C:13]1[C:12](=[O:28])[N:11]([C:6]2[CH:5]=[C:4]([CH:9]=[CH:8][C:7]=2[Cl:10])[C:3]([O:2][CH3:1])=[O:29])[C:16]([CH3:17])=[CH:15][C:14]=1[O:18][CH2:19][C:20]1[CH:25]=[CH:24][C:23]([F:26])=[CH:22][C:21]=1[F:27].[CH3:1][O:2][C:3](=[O:29])[C:4]1[CH:9]=[CH:8][C:7]([Cl:10])=[C:6]([N:11]2[C:16]([CH3:17])=[CH:15][C:14]([O:18][CH2:19][C:20]3[CH:25]=[CH:24][C:23]([F:26])=[CH:22][C:21]=3[F:27])=[CH:13][C:12]2=[O:28])[CH:5]=1. The catalyst class is: 10. (5) Reactant: Cl[C:2]1[N:7]=[N:6][C:5]([O:8][CH3:9])=[C:4]([O:10][CH3:11])[CH:3]=1.[F:12][C:13]1[CH:18]=[CH:17][C:16](B(O)O)=[CH:15][CH:14]=1.C([O-])([O-])=O.[Na+].[Na+]. Product: [F:12][C:13]1[CH:18]=[CH:17][C:16]([C:2]2[N:7]=[N:6][C:5]([O:8][CH3:9])=[C:4]([O:10][CH3:11])[CH:3]=2)=[CH:15][CH:14]=1. The catalyst class is: 70. (6) Reactant: [BH4-].[Na+].[Br:3][C:4]1[CH:5]=[CH:6][C:7]([F:25])=[C:8]([C@:10]([NH:18][S@@:19]([C:21]([CH3:24])([CH3:23])[CH3:22])=[O:20])([CH2:16][F:17])[CH2:11][C:12](OC)=[O:13])[CH:9]=1.C1COCC1. Product: [Br:3][C:4]1[CH:5]=[CH:6][C:7]([F:25])=[C:8]([C@@:10]([NH:18][S@@:19]([C:21]([CH3:23])([CH3:22])[CH3:24])=[O:20])([CH2:11][CH2:12][OH:13])[CH2:16][F:17])[CH:9]=1. The catalyst class is: 5. (7) Reactant: [CH3:1][N:2]1[C:10]2[C:5](=[C:6]([N+:11]([O-:13])=[O:12])[CH:7]=[CH:8][CH:9]=2)[CH:4]=[CH:3]1.B.O1CCCC1.FC(F)(F)C(O)=O. Product: [CH3:1][N:2]1[C:10]2[C:5](=[C:6]([N+:11]([O-:13])=[O:12])[CH:7]=[CH:8][CH:9]=2)[CH2:4][CH2:3]1. The catalyst class is: 813. (8) The catalyst class is: 40. Reactant: O=[C:2]1[CH:8]([C:9]#[N:10])[CH2:7][CH2:6][O:5][C:4]2[CH:11]=[CH:12][CH:13]=[CH:14][C:3]1=2.Cl.[NH2:16][OH:17].C([O-])(=O)C.[Na+]. Product: [N:16]1[O:17][C:9]([NH2:10])=[C:8]2[CH2:7][CH2:6][O:5][C:4]3[CH:11]=[CH:12][CH:13]=[CH:14][C:3]=3[C:2]=12. (9) Reactant: [OH:1][CH2:2][CH:3]([NH:7][C:8]([N:10]1[CH2:15][CH2:14][CH2:13][CH2:12][CH2:11]1)=[O:9])[C:4]([OH:6])=O.[CH:16]1[C:26]2[CH:25]=[CH:24][C:23]3[CH:27]=[CH:28][CH:29]=[CH:30][C:22]=3[C:21](=[C:31]3[CH2:36][CH2:35][NH:34][CH2:33][CH2:32]3)[C:20]=2[CH:19]=[CH:18][CH:17]=1.Cl.C(N=C=NCCCN(C)C)C.C(N(CC)CC)C. Product: [CH:16]1[C:26]2[CH:25]=[CH:24][C:23]3[CH:27]=[CH:28][CH:29]=[CH:30][C:22]=3[C:21](=[C:31]3[CH2:32][CH2:33][N:34]([C:4](=[O:6])[CH:3]([NH:7][C:8]([N:10]4[CH2:15][CH2:14][CH2:13][CH2:12][CH2:11]4)=[O:9])[CH2:2][OH:1])[CH2:35][CH2:36]3)[C:20]=2[CH:19]=[CH:18][CH:17]=1. The catalyst class is: 4.